From a dataset of Clinical trial toxicity outcomes and FDA approval status for drugs. Regression/Classification. Given a drug SMILES string, predict its toxicity properties. Task type varies by dataset: regression for continuous values (e.g., LD50, hERG inhibition percentage) or binary classification for toxic/non-toxic outcomes (e.g., AMES mutagenicity, cardiotoxicity, hepatotoxicity). Dataset: clintox. (1) The compound is NC(=O)C[S@@](=O)C(c1ccccc1)c1ccccc1. The result is 0 (passed clinical trial). (2) The molecule is OCC[NH+]1CCN(CCCN2c3ccccc3Sc3ccc(Cl)cc32)CC1. The result is 0 (passed clinical trial). (3) The molecule is C#C[C@]1(OC(C)=O)CC[C@H]2[C@@H]3CCC4=C/C(=N/O)CC[C@@H]4[C@H]3CC[C@@]21CC. The result is 0 (passed clinical trial). (4) The molecule is C[C@]12C/C(=C/[O-])C(=O)C[C@@H]1CC[C@@H]1[C@@H]2CC[C@@]2(C)[C@H]1CC[C@]2(C)O. The result is 0 (passed clinical trial). (5) The molecule is Cc1cccc(C)c1NC(=O)C1CCCC[NH+]1C. The result is 0 (passed clinical trial). (6) The drug is Cc1cccc(C)c1N(CC(=O)Nc1ccc(-c2ncon2)cc1)C(=O)C1CCS(=O)(=O)CC1. The result is 1 (failed clinical trial for toxicity).